From a dataset of Catalyst prediction with 721,799 reactions and 888 catalyst types from USPTO. Predict which catalyst facilitates the given reaction. The catalyst class is: 20. Reactant: C(=O)([O-])[O-].[Li+].[Li+].[C:7]([O:11][C:12]([CH2:14][O:15][C:16]1[C:21]([Cl:22])=[CH:20][C:19]([Cl:23])=[CH:18][C:17]=1[CH:24]([NH:29][C:30]1[CH:35]=[CH:34][C:33]([C:36](=[NH:39])[NH:37][OH:38])=[CH:32][CH:31]=1)[C:25]([O:27]C)=[O:26])=[O:13])([CH3:10])([CH3:9])[CH3:8]. Product: [C:7]([O:11][C:12]([CH2:14][O:15][C:16]1[C:21]([Cl:22])=[CH:20][C:19]([Cl:23])=[CH:18][C:17]=1[CH:24]([NH:29][C:30]1[CH:31]=[CH:32][C:33]([C:36](=[NH:39])[NH:37][OH:38])=[CH:34][CH:35]=1)[C:25]([OH:27])=[O:26])=[O:13])([CH3:10])([CH3:8])[CH3:9].